Predict the product of the given reaction. From a dataset of Forward reaction prediction with 1.9M reactions from USPTO patents (1976-2016). (1) Given the reactants [O:1]1[CH:5]=[CH:4][CH:3]=[C:2]1[CH2:6][N:7]([CH2:20][C:21]1[CH:26]=[CH:25][C:24]([S:27][C:28]([CH3:37])([CH3:36])[C:29]([O:31]C(C)(C)C)=[O:30])=[CH:23][CH:22]=1)[CH2:8][C:9]1[O:10][C:11]([C:14]2[CH:19]=[CH:18][CH:17]=[CH:16][CH:15]=2)=[N:12][N:13]=1, predict the reaction product. The product is: [O:1]1[CH:5]=[CH:4][CH:3]=[C:2]1[CH2:6][N:7]([CH2:20][C:21]1[CH:22]=[CH:23][C:24]([S:27][C:28]([CH3:37])([CH3:36])[C:29]([OH:31])=[O:30])=[CH:25][CH:26]=1)[CH2:8][C:9]1[O:10][C:11]([C:14]2[CH:19]=[CH:18][CH:17]=[CH:16][CH:15]=2)=[N:12][N:13]=1. (2) Given the reactants [CH2:1]([O:3][C:4](=[O:15])[CH:5](P(OCC)(OCC)=O)[F:6])[CH3:2].[H-].[Na+].O=[C:19]1[CH:26]2[CH2:27][C:22]3([O:29][C:30](=[O:36])[CH2:31][C:32]([CH3:35])([CH3:34])[CH3:33])[CH2:23][CH:24]([CH2:28][CH:20]1[CH2:21]3)[CH2:25]2, predict the reaction product. The product is: [F:6][C:5](=[C:25]1[CH:26]2[CH2:27][C:22]3([O:29][C:30](=[O:36])[CH2:31][C:32]([CH3:34])([CH3:33])[CH3:35])[CH2:21][CH:20]([CH2:28][CH:24]1[CH2:23]3)[CH2:19]2)[C:4]([O:3][CH2:1][CH3:2])=[O:15]. (3) Given the reactants C([O:9][CH:10]([C:35]([NH:37][C@@H:38]([C:40]1[CH:45]=[CH:44][CH:43]=[CH:42][CH:41]=1)[CH3:39])=[O:36])[C@@H:11]([NH:27][C:28]([O:30][C:31]([CH3:34])([CH3:33])[CH3:32])=[O:29])[CH2:12][CH2:13][CH2:14][CH2:15][NH:16][C:17]([O:19][CH2:20][C:21]1[CH:26]=[CH:25][CH:24]=[CH:23][CH:22]=1)=[O:18])(=O)C1C=CC=CC=1.[OH-].[Li+], predict the reaction product. The product is: [CH2:20]([O:19][C:17]([NH:16][CH2:15][CH2:14][CH2:13][CH2:12][C@H:11]([NH:27][C:28](=[O:29])[O:30][C:31]([CH3:34])([CH3:33])[CH3:32])[CH:10]([OH:9])[C:35](=[O:36])[NH:37][C@@H:38]([C:40]1[CH:41]=[CH:42][CH:43]=[CH:44][CH:45]=1)[CH3:39])=[O:18])[C:21]1[CH:26]=[CH:25][CH:24]=[CH:23][CH:22]=1. (4) Given the reactants [C:1]([OH:5])(=[O:4])[CH2:2][CH3:3].[CH2:6](Cl)[CH2:7]Cl.C[CH:11]([OH:13])C, predict the reaction product. The product is: [C:1]([O:5][C:11](=[O:13])[CH2:6][CH3:7])(=[O:4])[CH2:2][CH3:3]. (5) Given the reactants [C:1]([N:4]1[C:13]2[C:8](=[CH:9][C:10]([C:14]#[N:15])=[CH:11][CH:12]=2)[C@H:7]([NH:16][C:17]2[C:22]([CH2:23][O:24][Si](C(C)(C)C)(C)C)=[CH:21][CH:20]=[C:19]([CH3:32])[N:18]=2)[C@@H:6]([CH3:33])[C@@H:5]1[CH:34]1[CH2:36][CH2:35]1)(=[O:3])[CH3:2].CCCC[N+](CCCC)(CCCC)CCCC.[F-].C1COCC1, predict the reaction product. The product is: [C:1]([N:4]1[C:13]2[C:8](=[CH:9][C:10]([C:14]#[N:15])=[CH:11][CH:12]=2)[C@H:7]([NH:16][C:17]2[C:22]([CH2:23][OH:24])=[CH:21][CH:20]=[C:19]([CH3:32])[N:18]=2)[C@@H:6]([CH3:33])[C@@H:5]1[CH:34]1[CH2:36][CH2:35]1)(=[O:3])[CH3:2]. (6) Given the reactants [Cl:1][C:2]1[CH:3]=[C:4]([NH:16][C:17]2[C:26]3[C:21](=[CH:22][C:23]([O:44][CH2:45][CH3:46])=[C:24]([NH:27][C:28](=[O:43])/[CH:29]=[CH:30]/[C@@H:31]4[CH2:35][CH2:34][CH2:33][N:32]4C(OC(C)(C)C)=O)[CH:25]=3)[N:20]=[CH:19][C:18]=2[C:47]#[N:48])[CH:5]=[CH:6][C:7]=1[O:8][CH2:9][C:10]1[CH:15]=[CH:14][CH:13]=[CH:12][N:11]=1, predict the reaction product. The product is: [Cl:1][C:2]1[CH:3]=[C:4]([NH:16][C:17]2[C:26]3[C:21](=[CH:22][C:23]([O:44][CH2:45][CH3:46])=[C:24]([NH:27][C:28](=[O:43])/[CH:29]=[CH:30]/[C@@H:31]4[CH2:35][CH2:34][CH2:33][NH:32]4)[CH:25]=3)[N:20]=[CH:19][C:18]=2[C:47]#[N:48])[CH:5]=[CH:6][C:7]=1[O:8][CH2:9][C:10]1[CH:15]=[CH:14][CH:13]=[CH:12][N:11]=1.